This data is from Peptide-MHC class I binding affinity with 185,985 pairs from IEDB/IMGT. The task is: Regression. Given a peptide amino acid sequence and an MHC pseudo amino acid sequence, predict their binding affinity value. This is MHC class I binding data. (1) The peptide sequence is TTSDFFVNY. The MHC is HLA-B15:17 with pseudo-sequence HLA-B15:17. The binding affinity (normalized) is 0.938. (2) The peptide sequence is FQLAAPSGF. The MHC is HLA-A02:16 with pseudo-sequence HLA-A02:16. The binding affinity (normalized) is 0.499. (3) The peptide sequence is ATAAATEAY. The MHC is HLA-A68:02 with pseudo-sequence HLA-A68:02. The binding affinity (normalized) is 0.0847. (4) The peptide sequence is RRGKANKPR. The MHC is HLA-A69:01 with pseudo-sequence HLA-A69:01. The binding affinity (normalized) is 0.0847. (5) The peptide sequence is ARGETYGR. The MHC is HLA-B27:05 with pseudo-sequence HLA-B27:05. The binding affinity (normalized) is 0.327. (6) The peptide sequence is ESKMSFLPI. The MHC is HLA-B15:01 with pseudo-sequence HLA-B15:01. The binding affinity (normalized) is 0.456. (7) The peptide sequence is LNWFEIWIV. The MHC is HLA-B27:03 with pseudo-sequence HLA-B27:03. The binding affinity (normalized) is 0.0847. (8) The binding affinity (normalized) is 0.0847. The peptide sequence is KLLNRVIGY. The MHC is HLA-B46:01 with pseudo-sequence HLA-B46:01. (9) The peptide sequence is RHERGRPLLF. The MHC is HLA-A23:01 with pseudo-sequence HLA-A23:01. The binding affinity (normalized) is 0.490. (10) The peptide sequence is CLIQKALFM. The MHC is Mamu-A2601 with pseudo-sequence Mamu-A2601. The binding affinity (normalized) is 0.649.